Dataset: NCI-60 drug combinations with 297,098 pairs across 59 cell lines. Task: Regression. Given two drug SMILES strings and cell line genomic features, predict the synergy score measuring deviation from expected non-interaction effect. (1) Drug 1: C1CCN(CC1)CCOC2=CC=C(C=C2)C(=O)C3=C(SC4=C3C=CC(=C4)O)C5=CC=C(C=C5)O. Drug 2: CCCCCOC(=O)NC1=NC(=O)N(C=C1F)C2C(C(C(O2)C)O)O. Cell line: COLO 205. Synergy scores: CSS=-12.8, Synergy_ZIP=5.71, Synergy_Bliss=4.39, Synergy_Loewe=-7.57, Synergy_HSA=-4.40. (2) Drug 1: C1CNP(=O)(OC1)N(CCCl)CCCl. Drug 2: C(CCl)NC(=O)N(CCCl)N=O. Cell line: HOP-92. Synergy scores: CSS=-4.84, Synergy_ZIP=1.34, Synergy_Bliss=3.40, Synergy_Loewe=-15.8, Synergy_HSA=-12.6.